Dataset: Reaction yield outcomes from USPTO patents with 853,638 reactions. Task: Predict the reaction yield, written as a fraction of the theoretical maximum amount of product (1.0 means a 100% yield; for example, 0.34 means a 34% yield). (1) The reactants are [F:1][C:2]([F:7])([F:6])[C:3]([OH:5])=[O:4].[CH2:8]([S:10]([N:13]1[CH2:18][CH2:17][CH:16]([C:19]2[C:27]3[C:22](=[C:23]([C:38]([NH2:40])=[O:39])[CH:24]=[C:25]([C:28]4[CH:33]=[C:32]([CH2:34][NH:35][CH3:36])[CH:31]=[CH:30][C:29]=4[F:37])[CH:26]=3)[NH:21][CH:20]=2)[CH2:15][CH2:14]1)(=[O:12])=[O:11])[CH3:9].[CH3:41]N. No catalyst specified. The product is [F:1][C:2]([F:7])([F:6])[C:3]([OH:5])=[O:4].[CH2:8]([S:10]([N:13]1[CH2:18][CH2:17][CH:16]([C:19]2[C:27]3[C:22](=[C:23]([C:38]([NH2:40])=[O:39])[CH:24]=[C:25]([C:28]4[CH:33]=[C:32]([CH2:34][NH:35][CH2:36][CH:2]([CH3:3])[CH3:41])[CH:31]=[CH:30][C:29]=4[F:37])[CH:26]=3)[NH:21][CH:20]=2)[CH2:15][CH2:14]1)(=[O:11])=[O:12])[CH3:9]. The yield is 0.629. (2) The reactants are [NH2:1][C:2]1[N:3]=[C:4]([CH3:31])[C:5]2=[C:6]([CH2:8][C@H:9]([C:23]3[CH:28]=[CH:27][C:26]([F:29])=[CH:25][C:24]=3Br)[NH:10]/[C:11]/2=[N:12]\[O:13][C@@H:14]([CH2:20][CH2:21][OH:22])[C:15]([N:17]([CH3:19])[CH3:18])=[O:16])[N:7]=1.[CH3:32][O:33][C:34]1[N:39]=[C:38](B2OCCN(C3C=CC=CC=3)CCO2)[CH:37]=[CH:36][CH:35]=1.C([O-])([O-])=O.[Na+].[Na+]. The catalyst is C1C=CC(P(C2C=CC=CC=2)[C-]2C=CC=C2)=CC=1.C1C=CC(P(C2C=CC=CC=2)[C-]2C=CC=C2)=CC=1.Cl[Pd]Cl.[Fe+2].CC(N(C)C)=O. The product is [NH2:1][C:2]1[N:3]=[C:4]([CH3:31])[C:5]2=[C:6]([CH2:8][C@H:9]([C:23]3[CH:28]=[CH:27][C:26]([F:29])=[CH:25][C:24]=3[C:38]3[CH:37]=[CH:36][CH:35]=[C:34]([O:33][CH3:32])[N:39]=3)[NH:10]/[C:11]/2=[N:12]\[O:13][C@@H:14]([CH2:20][CH2:21][OH:22])[C:15]([N:17]([CH3:19])[CH3:18])=[O:16])[N:7]=1. The yield is 0.370. (3) The reactants are [F:1][C:2]1[CH:3]=[C:4]([C:9]2[N:10]=[C:11]([CH2:14][C:15]#[N:16])[S:12][CH:13]=2)[CH:5]=[C:6]([F:8])[CH:7]=1.Br[CH2:18][CH2:19][O:20][CH2:21][CH2:22]Br. No catalyst specified. The product is [F:8][C:6]1[CH:5]=[C:4]([C:9]2[N:10]=[C:11]([C:14]3([C:15]#[N:16])[CH2:22][CH2:21][O:20][CH2:19][CH2:18]3)[S:12][CH:13]=2)[CH:3]=[C:2]([F:1])[CH:7]=1. The yield is 0.590. (4) The reactants are [F:1][C:2]1[CH:10]=[C:9]2[C:5]([C:6](I)=[CH:7][N:8]2[S:11]([C:14]2[CH:19]=[CH:18][CH:17]=[CH:16][CH:15]=2)(=[O:13])=[O:12])=[CH:4][CH:3]=1.CC1(C)C(C)(C)OB([C:29]2[CH:37]=[C:36]3[C:32]([CH:33]=[N:34][NH:35]3)=[CH:31][CH:30]=2)O1.C([O-])([O-])=O.[Cs+].[Cs+].C(Cl)Cl. The catalyst is COCCOC.O.C1C=CC(P(C2C=CC=CC=2)[C-]2C=CC=C2)=CC=1.C1C=CC(P(C2C=CC=CC=2)[C-]2C=CC=C2)=CC=1.Cl[Pd]Cl.[Fe+2]. The product is [F:1][C:2]1[CH:10]=[C:9]2[C:5]([C:6]([C:29]3[CH:37]=[C:36]4[C:32]([CH:33]=[N:34][NH:35]4)=[CH:31][CH:30]=3)=[CH:7][N:8]2[S:11]([C:14]2[CH:19]=[CH:18][CH:17]=[CH:16][CH:15]=2)(=[O:13])=[O:12])=[CH:4][CH:3]=1. The yield is 1.00. (5) The reactants are [C:1]([N:8]1[CH:12]=[CH:11][N:10]=[CH:9]1)([N:3]1[CH:7]=[CH:6]N=[CH:4]1)=[O:2].[CH3:13][S:14]([C:17]1[CH:18]=[C:19]2[C:23](=[CH:24][CH:25]=1)[N:22]([C:26]1[CH:31]=[C:30]([O:32][CH:33]3CCNC[CH2:34]3)[N:29]=[CH:28][N:27]=1)[CH2:21][CH2:20]2)(=[O:16])=[O:15]. The catalyst is C1COCC1. The product is [N:8]1([C:1]([N:3]2[CH2:4][CH2:34][CH:33]([O:32][C:30]3[N:29]=[CH:28][N:27]=[C:26]([N:22]4[C:23]5[C:19](=[CH:18][C:17]([S:14]([CH3:13])(=[O:16])=[O:15])=[CH:25][CH:24]=5)[CH2:20][CH2:21]4)[CH:31]=3)[CH2:6][CH2:7]2)=[O:2])[CH:12]=[CH:11][N:10]=[CH:9]1. The yield is 0.820. (6) The reactants are Cl.[NH:2]1[CH2:7][CH2:6][CH2:5][CH2:4][CH:3]1[CH2:8][CH2:9]CC(O)=O.C([O-])([O-])=O.[K+].[K+].[C:20]([O:24]C(OC(OC(C)(C)C)=O)=O)(C)(C)[CH3:21]. The catalyst is C(OC(=O)C)C.O.O1CCOCC1. The product is [CH2:7]([NH:2][CH:20]([OH:24])[CH3:21])[C:6]1[CH:5]=[CH:4][CH:3]=[CH:8][CH:9]=1. The yield is 1.00.